Dataset: Catalyst prediction with 721,799 reactions and 888 catalyst types from USPTO. Task: Predict which catalyst facilitates the given reaction. Reactant: [CH3:1]OS(C(F)(F)F)(=O)=O.[CH2:10]([O:17][CH2:18][C:19]([NH:21][CH:22]([CH3:24])[CH3:23])=[S:20])[C:11]1[CH:16]=[CH:15][CH:14]=[CH:13][CH:12]=1. Product: [CH3:1][S:20][C:19](=[N:21][CH:22]([CH3:24])[CH3:23])[CH2:18][O:17][CH2:10][C:11]1[CH:16]=[CH:15][CH:14]=[CH:13][CH:12]=1. The catalyst class is: 4.